The task is: Regression. Given a peptide amino acid sequence and an MHC pseudo amino acid sequence, predict their binding affinity value. This is MHC class I binding data.. This data is from Peptide-MHC class I binding affinity with 185,985 pairs from IEDB/IMGT. (1) The peptide sequence is QLKQRDALF. The MHC is HLA-A02:03 with pseudo-sequence HLA-A02:03. The binding affinity (normalized) is 0.0847. (2) The MHC is HLA-B35:01 with pseudo-sequence HLA-B35:01. The binding affinity (normalized) is 0.0847. The peptide sequence is HEKGINPNY.